This data is from Full USPTO retrosynthesis dataset with 1.9M reactions from patents (1976-2016). The task is: Predict the reactants needed to synthesize the given product. Given the product [CH:32]1([CH2:31][O:30][C:22]2[CH:23]=[CH:24][C:25]([CH:27]([CH3:29])[CH3:28])=[CH:26][C:21]=2[C:20]2[C:15]3[NH:14][C:13]([CH3:35])=[C:12]([C:10]([NH:9][C@H:6]4[CH2:7][CH2:8][C@@H:3]([NH:2][C:39](=[O:40])[CH2:38][O:37][CH3:36])[CH2:4][CH2:5]4)=[O:11])[C:16]=3[N:17]=[CH:18][N:19]=2)[CH2:33][CH2:34]1, predict the reactants needed to synthesize it. The reactants are: Cl.[NH2:2][C@@H:3]1[CH2:8][CH2:7][C@H:6]([NH:9][C:10]([C:12]2[C:16]3[N:17]=[CH:18][N:19]=[C:20]([C:21]4[CH:26]=[C:25]([CH:27]([CH3:29])[CH3:28])[CH:24]=[CH:23][C:22]=4[O:30][CH2:31][CH:32]4[CH2:34][CH2:33]4)[C:15]=3[NH:14][C:13]=2[CH3:35])=[O:11])[CH2:5][CH2:4]1.[CH3:36][O:37][CH2:38][C:39](Cl)=[O:40].